Dataset: Catalyst prediction with 721,799 reactions and 888 catalyst types from USPTO. Task: Predict which catalyst facilitates the given reaction. (1) Reactant: [F:1][C:2]1[CH:7]=[CH:6][CH:5]=[C:4]([F:8])[C:3]=1[N:9]1[C:14]2[N:15]=[C:16]([S:29][CH3:30])[N:17]=[C:18]([C:19]3[CH:20]=[C:21]([CH:25]=[CH:26][C:27]=3[CH3:28])[C:22]([OH:24])=O)[C:13]=2[CH:12]=[CH:11][C:10]1=[O:31].[CH2:32]([NH2:39])[C:33]1[CH:38]=[CH:37][CH:36]=[CH:35][CH:34]=1.C(Cl)CCl.C1C=CC2N(O)N=NC=2C=1. Product: [F:8][C:4]1[CH:5]=[CH:6][CH:7]=[C:2]([F:1])[C:3]=1[N:9]1[C:14]2[N:15]=[C:16]([S:29][CH3:30])[N:17]=[C:18]([C:19]3[CH:20]=[C:21]([CH:25]=[CH:26][C:27]=3[CH3:28])[C:22]([NH:39][CH2:32][C:33]3[CH:38]=[CH:37][CH:36]=[CH:35][CH:34]=3)=[O:24])[C:13]=2[CH:12]=[CH:11][C:10]1=[O:31]. The catalyst class is: 91. (2) Reactant: [F:1][C:2]1[CH:10]=[C:9]([CH3:11])[C:5]([C:6]([OH:8])=[O:7])=[C:4]([I:12])[CH:3]=1.[C:13]([O-])([O-])=O.[K+].[K+].CI. Product: [CH3:13][O:7][C:6](=[O:8])[C:5]1[C:9]([CH3:11])=[CH:10][C:2]([F:1])=[CH:3][C:4]=1[I:12]. The catalyst class is: 21. (3) Reactant: C1(C)C=CC(S(CC[O:12][C:13](=[O:50])[C:14]2[CH:19]=[C:18]([S:20]([N:23]3[C:27]4[CH:28]=[CH:29][CH:30]=[CH:31][C:26]=4[N:25]=[C:24]3[S:32]([CH2:34][C:35]3[C:40]([CH3:41])=[C:39]([O:42][CH2:43][C:44]([F:47])([F:46])[F:45])[CH:38]=[CH:37][N:36]=3)=[O:33])(=[O:22])=[O:21])[CH:17]=[CH:16][C:15]=2[O:48][CH3:49])(=O)=O)=CC=1.C([O-])(O)=O.[Na+:56].O.CC(O)C. Product: [Na+:56].[CH3:49][O:48][C:15]1[CH:16]=[CH:17][C:18]([S:20]([N:23]2[C:27]3[CH:28]=[CH:29][CH:30]=[CH:31][C:26]=3[N:25]=[C:24]2[S:32]([CH2:34][C:35]2[C:40]([CH3:41])=[C:39]([O:42][CH2:43][C:44]([F:46])([F:47])[F:45])[CH:38]=[CH:37][N:36]=2)=[O:33])(=[O:22])=[O:21])=[CH:19][C:14]=1[C:13]([O-:50])=[O:12]. The catalyst class is: 23. (4) Reactant: C[O:2][C:3]([C:5]1([CH2:10][CH2:11][N:12]([C:14]([O:16][C:17]([CH3:20])([CH3:19])[CH3:18])=[O:15])[CH3:13])[CH2:9][CH2:8][CH2:7][CH2:6]1)=[O:4].[Li+].[OH-]. Product: [CH3:19][C:17]([CH3:20])([O:16][C:14]([N:12]([CH3:13])[CH2:11][CH2:10][C:5]1([C:3]([OH:4])=[O:2])[CH2:6][CH2:7][CH2:8][CH2:9]1)=[O:15])[CH3:18]. The catalyst class is: 87. (5) Reactant: [CH3:1][O:2][C:3](=[O:27])[C:4]1[CH:9]=[C:8]([F:10])[C:7]([CH2:11][NH:12][CH:13]=[O:14])=[N:6][C:5]=1[NH:15][C:16]1[CH:21]=[CH:20][C:19]([Si](C)(C)C)=[CH:18][C:17]=1[F:26].[I:28]Cl. Product: [CH3:1][O:2][C:3](=[O:27])[C:4]1[CH:9]=[C:8]([F:10])[C:7]([CH2:11][NH:12][CH:13]=[O:14])=[N:6][C:5]=1[NH:15][C:16]1[CH:21]=[CH:20][C:19]([I:28])=[CH:18][C:17]=1[F:26]. The catalyst class is: 4. (6) Product: [Cl:1][C:2]1[N:7]=[C:6]([NH:10][CH:11]([C:18]2([CH3:23])[CH2:19][CH2:20][CH2:21][CH2:22]2)[CH2:12][C:13]([O:15][CH2:16][CH3:17])=[O:14])[C:5]([F:9])=[CH:4][N:3]=1. Reactant: [Cl:1][C:2]1[N:7]=[C:6](Cl)[C:5]([F:9])=[CH:4][N:3]=1.[NH2:10][CH:11]([C:18]1([CH3:23])[CH2:22][CH2:21][CH2:20][CH2:19]1)[CH2:12][C:13]([O:15][CH2:16][CH3:17])=[O:14].C(N(CC)CC)C. The catalyst class is: 219. (7) Reactant: Cl.[N:2]1[CH:3]=[CH:4][N:5]2[CH:10]=[CH:9][N:8]=[C:7]([N:11]3[CH2:15][CH2:14][C@H:13]([NH2:16])[CH2:12]3)[C:6]=12.[CH:17]([C:20]1[CH:21]=[N:22][C:23]([C:26](O)=[O:27])=[N:24][CH:25]=1)([CH3:19])[CH3:18].C(N(CC)C(C)C)C.CN(C(ON1N=NC2C=CC=NC1=2)=[N+](C)C)C.F[P-](F)(F)(F)(F)F. Product: [N:2]1[CH:3]=[CH:4][N:5]2[CH:10]=[CH:9][N:8]=[C:7]([N:11]3[CH2:15][CH2:14][C@H:13]([NH:16][C:26]([C:23]4[N:22]=[CH:21][C:20]([CH:17]([CH3:19])[CH3:18])=[CH:25][N:24]=4)=[O:27])[CH2:12]3)[C:6]=12. The catalyst class is: 39. (8) Reactant: O.[NH2:2][NH2:3].[CH3:4][C:5]1[CH:6]=[C:7]([CH:12]=[CH:13][CH:14]=1)[C:8](OC)=[O:9]. Product: [CH3:4][C:5]1[CH:6]=[C:7]([CH:12]=[CH:13][CH:14]=1)[C:8]([NH:2][NH2:3])=[O:9]. The catalyst class is: 14. (9) Reactant: [CH3:1][O:2][C:3]1[CH:8]=[CH:7][C:6]([N+:9]([O-])=O)=[C:5]([I:12])[CH:4]=1.C(O)(=O)C. Product: [I:12][C:5]1[CH:4]=[C:3]([O:2][CH3:1])[CH:8]=[CH:7][C:6]=1[NH2:9]. The catalyst class is: 406.